Dataset: Forward reaction prediction with 1.9M reactions from USPTO patents (1976-2016). Task: Predict the product of the given reaction. (1) The product is: [Cl:1][C:2]1[CH:30]=[CH:29][C:5]2[N:6]=[C:7]([NH:9][C@@H:10]3[CH2:14][CH:13]([F:37])[CH2:12][C@@H:11]3[NH:16][C:17](=[O:28])[C:18]3[C:23]([O:24][CH3:25])=[CH:22][CH:21]=[CH:20][C:19]=3[O:26][CH3:27])[S:8][C:4]=2[CH:3]=1. Given the reactants [Cl:1][C:2]1[CH:30]=[CH:29][C:5]2[N:6]=[C:7]([NH:9][C@@H:10]3[CH2:14][C@H:13](O)[CH2:12][C@@H:11]3[NH:16][C:17](=[O:28])[C:18]3[C:23]([O:24][CH3:25])=[CH:22][CH:21]=[CH:20][C:19]=3[O:26][CH3:27])[S:8][C:4]=2[CH:3]=1.CCN(S(F)(F)[F:37])CC.C(=O)(O)[O-].[Na+], predict the reaction product. (2) Given the reactants [CH2:1]([OH:4])[CH:2]=[CH2:3].C1COCC1.[H-].[Na+].Cl[C:13]1[N:18]=[C:17]([C:19]2[CH:24]=[CH:23][N:22]=[CH:21][CH:20]=2)[N:16]=[C:15]([NH:25][S:26](=[O:38])(=[O:37])[NH:27][C:28]2[CH:33]=[CH:32][C:31]([CH:34]([CH3:36])[CH3:35])=[CH:30][CH:29]=2)[C:14]=1[O:39][C:40]1[CH:45]=[CH:44][CH:43]=[CH:42][C:41]=1[O:46][CH3:47], predict the reaction product. The product is: [CH2:1]([O:4][C:13]1[N:18]=[C:17]([C:19]2[CH:20]=[CH:21][N:22]=[CH:23][CH:24]=2)[N:16]=[C:15]([NH:25][S:26](=[O:37])(=[O:38])[NH:27][C:28]2[CH:33]=[CH:32][C:31]([CH:34]([CH3:36])[CH3:35])=[CH:30][CH:29]=2)[C:14]=1[O:39][C:40]1[CH:45]=[CH:44][CH:43]=[CH:42][C:41]=1[O:46][CH3:47])[CH:2]=[CH2:3]. (3) Given the reactants P(OCCN(CC1CCC1)CCCOC1C=C2C(C(NC3C=C(CC(NC4C=CC=C(F)C=4F)=O)NN=3)=NC=N2)=CC=1OC)(OC(C)(C)C)(OC(C)(C)C)=O.[CH:56]1([C:60](Cl)=[O:61])[CH2:59][CH2:58][CH2:57]1.[NH2:63][CH2:64][C:65]([O:67][CH2:68][CH3:69])=[O:66].C(N(CC)CC)C, predict the reaction product. The product is: [CH:56]1([C:60]([NH:63][CH2:64][C:65]([O:67][CH2:68][CH3:69])=[O:66])=[O:61])[CH2:59][CH2:58][CH2:57]1. (4) Given the reactants [CH2:1]([O:3][C:4]([C:6]1([C:9]2[CH:14]=[CH:13][C:12]([C:15]3[CH:20]=[CH:19][C:18]([C:21]4[O:25][N:24]=[C:23]([CH3:26])[C:22]=4[NH2:27])=[CH:17][CH:16]=3)=[CH:11][CH:10]=2)[CH2:8][CH2:7]1)=[O:5])[CH3:2].Br[C:29]1[CH:34]=[N:33][CH:32]=[C:31]([C:35]2[CH:40]=[CH:39][CH:38]=[CH:37][CH:36]=2)[N:30]=1, predict the reaction product. The product is: [CH2:1]([O:3][C:4]([C:6]1([C:9]2[CH:10]=[CH:11][C:12]([C:15]3[CH:20]=[CH:19][C:18]([C:21]4[O:25][N:24]=[C:23]([CH3:26])[C:22]=4[NH:27][C:29]4[CH:34]=[N:33][CH:32]=[C:31]([C:35]5[CH:40]=[CH:39][CH:38]=[CH:37][CH:36]=5)[N:30]=4)=[CH:17][CH:16]=3)=[CH:13][CH:14]=2)[CH2:8][CH2:7]1)=[O:5])[CH3:2]. (5) Given the reactants [OH:1][C@@H:2]1[CH2:7][CH2:6][C@H:5]([C:8]2[CH:13]=[CH:12][C:11]([N:14]3[CH2:18][CH2:17][C:16]4([CH2:23][CH2:22][O:21][CH2:20][CH2:19]4)[C:15]3=[O:24])=[CH:10][CH:9]=2)[CH2:4][CH2:3]1.CCN(CC)CC.[CH3:32][S:33](Cl)(=[O:35])=[O:34].CCOC(C)=O, predict the reaction product. The product is: [O:24]=[C:15]1[C:16]2([CH2:19][CH2:20][O:21][CH2:22][CH2:23]2)[CH2:17][CH2:18][N:14]1[C:11]1[CH:10]=[CH:9][C:8]([C@@H:5]2[CH2:4][CH2:3][C@H:2]([O:1][S:33]([CH3:32])(=[O:35])=[O:34])[CH2:7][CH2:6]2)=[CH:13][CH:12]=1. (6) Given the reactants [O:1]=[C:2]([CH2:8][CH3:9])[CH2:3][C:4]([O:6][CH3:7])=[O:5].[CH3:10][CH:11]([CH2:15][C:16]([CH3:19])([CH3:18])[CH3:17])[CH2:12][CH:13]=O, predict the reaction product. The product is: [CH3:10][CH:11]([CH2:15][C:16]([CH3:19])([CH3:18])[CH3:17])[CH2:12][CH:13]=[C:3]([C:2](=[O:1])[CH2:8][CH3:9])[C:4]([O:6][CH3:7])=[O:5].